Dataset: Reaction yield outcomes from USPTO patents with 853,638 reactions. Task: Predict the reaction yield, written as a fraction of the theoretical maximum amount of product (1.0 means a 100% yield; for example, 0.34 means a 34% yield). (1) The reactants are [C:1]([C:4]1[CH:5]=[CH:6][C:7]([N:14]([CH3:26])[CH:15]2[CH2:18][N:17]([C:19]([O:21][C:22]([CH3:25])([CH3:24])[CH3:23])=[O:20])[CH2:16]2)=[C:8]2[C:12]=1[NH:11][C:10](I)=[CH:9]2)(=[O:3])[NH2:2].[Li+].[Cl-].C([Sn](CCCC)(CCCC)[C:34]1[N:39]=[CH:38][C:37]([CH2:40][N:41]2[CH2:46][CH2:45][O:44][CH2:43][CH2:42]2)=[CH:36][CH:35]=1)CCC. The catalyst is CN(C=O)C.C1C=CC(P(C2C=CC=CC=2)[C-]2C=CC=C2)=CC=1.C1C=CC(P(C2C=CC=CC=2)[C-]2C=CC=C2)=CC=1.Cl[Pd]Cl.[Fe+2].C(Cl)Cl. The product is [C:1]([C:4]1[CH:5]=[CH:6][C:7]([N:14]([CH3:26])[CH:15]2[CH2:18][N:17]([C:19]([O:21][C:22]([CH3:25])([CH3:24])[CH3:23])=[O:20])[CH2:16]2)=[C:8]2[C:12]=1[NH:11][C:10]([C:34]1[CH:35]=[CH:36][C:37]([CH2:40][N:41]3[CH2:46][CH2:45][O:44][CH2:43][CH2:42]3)=[CH:38][N:39]=1)=[CH:9]2)(=[O:3])[NH2:2]. The yield is 0.110. (2) The reactants are [NH2:1][CH2:2][CH2:3][CH2:4][O:5][C:6]1[CH:7]=[CH:8][C:9]2[CH2:15][CH:14]([CH2:16][C:17]([O:19][CH2:20][CH3:21])=[O:18])[C:13]3[CH:22]=[CH:23][CH:24]=[CH:25][C:12]=3[CH2:11][C:10]=2[CH:26]=1.C(=O)(O)[O-].[Na+].Br[C:33]1[N:38]=[CH:37][CH:36]=[CH:35][N:34]=1. The catalyst is C(O)C. The product is [N:34]1[CH:35]=[CH:36][CH:37]=[N:38][C:33]=1[NH:1][CH2:2][CH2:3][CH2:4][O:5][C:6]1[CH:7]=[CH:8][C:9]2[CH2:15][CH:14]([CH2:16][C:17]([O:19][CH2:20][CH3:21])=[O:18])[C:13]3[CH:22]=[CH:23][CH:24]=[CH:25][C:12]=3[CH2:11][C:10]=2[CH:26]=1. The yield is 0.340. (3) The reactants are [Cl:1][C:2]1[CH:10]=[C:6]([C:7]([OH:9])=O)[C:5]([OH:11])=[CH:4][CH:3]=1.[CH3:12][C:13]1[CH:19]=[CH:18][C:17]([C:20]([F:23])([F:22])[F:21])=[CH:16][C:14]=1[NH2:15]. No catalyst specified. The product is [Cl:1][C:2]1[CH:3]=[CH:4][C:5]([OH:11])=[C:6]([CH:10]=1)[C:7]([NH:15][C:14]1[CH:16]=[C:17]([C:20]([F:21])([F:22])[F:23])[CH:18]=[CH:19][C:13]=1[CH3:12])=[O:9]. The yield is 0.733. (4) The product is [CH2:20]([O:22][C:23](=[O:38])[C:24]1[CH:25]=[CH:26][C:27]([CH2:30][C:31]2[O:35][N:34]=[C:33]([CH2:36][O:37][C:45]3[CH:44]=[CH:43][C:42]([C:47](=[O:49])[CH3:48])=[C:41]([OH:50])[C:40]=3[Cl:39])[N:32]=2)=[CH:28][CH:29]=1)[CH3:21]. The yield is 0.340. The catalyst is C(Cl)Cl. The reactants are C1C=CC(P(C2C=CC=CC=2)C2C=CC=CC=2)=CC=1.[CH2:20]([O:22][C:23](=[O:38])[C:24]1[CH:29]=[CH:28][C:27]([CH2:30][C:31]2[O:35][N:34]=[C:33]([CH2:36][OH:37])[N:32]=2)=[CH:26][CH:25]=1)[CH3:21].[Cl:39][C:40]1[C:41]([OH:50])=[C:42]([C:47](=[O:49])[CH3:48])[CH:43]=[CH:44][C:45]=1O.N(C(OC(C)C)=O)=NC(OC(C)C)=O. (5) The reactants are C(NC(C)C)(C)C.[Li]CCCC.[Br:13][C:14]1[CH:19]=[CH:18][N:17]=[C:16]2[N:20]([S:23]([C:26]3[CH:31]=[CH:30][CH:29]=[CH:28][CH:27]=3)(=[O:25])=[O:24])[CH:21]=[CH:22][C:15]=12.Cl[Si:33]([CH3:36])([CH3:35])[CH3:34]. The catalyst is C1COCC1. The product is [Br:13][C:14]1[CH:19]=[CH:18][N:17]=[C:16]2[N:20]([S:23]([C:26]3[CH:31]=[CH:30][CH:29]=[CH:28][CH:27]=3)(=[O:25])=[O:24])[C:21]([Si:33]([CH3:36])([CH3:35])[CH3:34])=[CH:22][C:15]=12. The yield is 0.820. (6) The reactants are [NH2:1][C:2]1[C:3]([C:9]([C:11]2[CH:16]=[CH:15][CH:14]=[C:13]([F:17])[CH:12]=2)=[O:10])=[N:4][CH:5]=[C:6]([Cl:8])[CH:7]=1.[CH:18]([O:21][C:22]1N=[CH:26][C:25]([S:28](Cl)(=[O:30])=[O:29])=[CH:24][CH:23]=1)([CH3:20])[CH3:19].N1C=CC=C[CH:33]=1. The catalyst is ClCCl. The product is [Cl:8][C:6]1[CH:7]=[C:2]([NH:1][S:28]([C:25]2[CH:26]=[CH:33][C:22]([O:21][CH:18]([CH3:20])[CH3:19])=[CH:23][CH:24]=2)(=[O:30])=[O:29])[C:3]([C:9](=[O:10])[C:11]2[CH:16]=[CH:15][CH:14]=[C:13]([F:17])[CH:12]=2)=[N:4][CH:5]=1. The yield is 0.260. (7) The reactants are [Br:1][C:2]1[CH:3]=[CH:4][C:5](N)=[N:6][C:7]=1[CH3:8].N([O-])=O.[Na+].[OH-].[Na+].[ClH:16]. No catalyst specified. The product is [Br:1][C:2]1[C:7]([CH3:8])=[N:6][C:5]([Cl:16])=[CH:4][CH:3]=1. The yield is 0.280.